The task is: Predict the reactants needed to synthesize the given product.. This data is from Full USPTO retrosynthesis dataset with 1.9M reactions from patents (1976-2016). Given the product [OH:23][CH2:22][CH2:21][N:20]([CH2:19][C:18]1[CH:17]=[CH:16][C:15]([C:13]([NH:12][C:10]2[S:11][C:7]3[C:6]([N:39]4[CH2:44][CH2:43][O:42][CH2:41][CH2:40]4)=[CH:5][CH:4]=[C:3]([O:2][CH3:1])[C:8]=3[N:9]=2)=[O:14])=[CH:38][CH:37]=1)[CH3:36], predict the reactants needed to synthesize it. The reactants are: [CH3:1][O:2][C:3]1[C:8]2[N:9]=[C:10]([NH:12][C:13]([C:15]3[CH:38]=[CH:37][C:18]([CH2:19][N:20]([CH3:36])[CH2:21][CH2:22][O:23]C(=O)C4C=CC(OC)=C(OC)C=4)=[CH:17][CH:16]=3)=[O:14])[S:11][C:7]=2[C:6]([N:39]2[CH2:44][CH2:43][O:42][CH2:41][CH2:40]2)=[CH:5][CH:4]=1.C(O)C.